This data is from Drug-target binding data from BindingDB using IC50 measurements. The task is: Regression. Given a target protein amino acid sequence and a drug SMILES string, predict the binding affinity score between them. We predict pIC50 (pIC50 = -log10(IC50 in M); higher means more potent). Dataset: bindingdb_ic50. (1) The small molecule is Cc1ccnc(C(=O)c2[nH]c3ccc(OC(F)(F)F)cc3c2CC(=O)O)c1. The target protein (P35354) has sequence MLARALLLCAVLALSHTANPCCSHPCQNRGVCMSVGFDQYKCDCTRTGFYGENCSTPEFLTRIKLFLKPTPNTVHYILTHFKGFWNVVNNIPFLRNAIMSYVLTSRSHLIDSPPTYNADYGYKSWEAFSNLSYYTRALPPVPDDCPTPLGVKGKKQLPDSNEIVEKLLLRRKFIPDPQGSNMMFAFFAQHFTHQFFKTDHKRGPAFTNGLGHGVDLNHIYGETLARQRKLRLFKDGKMKYQIIDGEMYPPTVKDTQAEMIYPPQVPEHLRFAVGQEVFGLVPGLMMYATIWLREHNRVCDVLKQEHPEWGDEQLFQTSRLILIGETIKIVIEDYVQHLSGYHFKLKFDPELLFNKQFQYQNRIAAEFNTLYHWHPLLPDTFQIHDQKYNYQQFIYNNSILLEHGITQFVESFTRQIAGRVAGGRNVPPAVQKVSQASIDQSRQMKYQSFNEYRKRFMLKPYESFEELTGEKEMSAELEALYGDIDAVELYPALLVEKPRP.... The pIC50 is 5.7. (2) The compound is CNC(=NC#N)NCCSCc1[nH]cnc1C. The target protein (O08966) has sequence MPTVDDVLEHVGEFGWFQKQAFLLLCLISASLAPIYVGIVFLGFTPDHHCRSPGVAELSQRCGWSPAEELNYTVPGLGSAGEASFLSQCMKYEVDWNQSTLDCVDPLSSLAANRSHLPLSPCEHGWVYDTPGSSIVTEFNLVCGDAWKVDLFQSCVNLGFFLGSLVVGYIADRFGRKLCLLVTTLVTSLSGVLTAVAPDYTSMLLFRLLQGMVSKGSWVSGYTLITEFVGSGYRRTTAILYQVAFTVGLVGLAGVAYAIPDWRWLQLAVSLPTFLFLLYYWFVPESPRWLLSQKRTTQAVRIMEQIAQKNRKVPPADLKMMCLEEDASERRSPSFADLFRTPSLRKHTLILMYLWFSCAVLYQGLIMHVGATGANLYLDFFYSSLVEFPAAFIILVTIDRIGRIYPIAASNLVAGAACLLMIFIPHELHWLNVTLACLGRMGATIVLQMVCLVNAELYPTFIRNLGMMVCSALCDLGGIFTPFMVFRLMEVWQALPLILF.... The pIC50 is 6.2. (3) The small molecule is O=C(CBr)c1ccccc1. The target is XTSFAESXKPVQQPSAFGS. The pIC50 is 5.3. (4) The drug is O=C1c2cc(O)cc(O)c2C(=O)c2c(O)cc(CO)cc21. The target protein (P0A0I7) has sequence MKIFICEDDPKQRENMVTIIKNYIMIEEKPMEIALATDNPYEVLEQAKNMNDIGCYFLDIQLSTDINGIKLGSEIRKHDPVGNIIFVTSHSELTYLTFVYKVAAMDFIFKDDPAELRTRIIDCLETAHTRLQLLSKDNSVETIELKRGSNSVYVQYDDIMFFESSTKSHRLIAHLDNRQIEFYGNLKELSQLDDRFFRCHNSFVVNRHNIESIDSKERIVYFKNKEHCYASVRNVKKI. The pIC50 is 5.1. (5) The small molecule is COc1ccc2c(c1)c(CC(=O)O)c(C)n2C(=O)c1ccc(Cl)cc1. The target protein (Q9BPW9) has sequence MLFWVLGLLILCGFLWTRKGKLKIEDITDKYIFITGCDSGFGNLAARTFDKKGFHVIAACLTESGSTALKAETSERLRTVLLDVTDPENVKRTAQWVKNQVGEKGLWGLINNAGVPGVLAPTDWLTLEDYREPIEVNLFGLISVTLNMLPLVKKAQGRVINVSSVGGRLAIVGGGYTPSKYAVEGFNDSLRRDMKAFGVHVSCIEPGLFKTNLADPVKVIEKKLAIWEQLSPDIKQQYGEGYIEKSLDKLKGNKSYVNMDLSPVVECMDHALTSLFPKTHYAAGKDAKIFWIPLSHMPAALQDFLLLKQKAELANPKAV. The pIC50 is 4.8.